Task: Predict the reactants needed to synthesize the given product.. Dataset: Full USPTO retrosynthesis dataset with 1.9M reactions from patents (1976-2016) Given the product [Cl:1][C:2]1[N:3]=[C:4]([N:13]2[CH2:18][CH2:17][O:16][CH2:15][CH2:14]2)[C:5]2[S:10][C:9]([CH2:11][N:27]3[CH2:28][CH2:29][CH2:30][N:24]([S:21]([CH3:20])(=[O:22])=[O:23])[CH2:25][CH2:26]3)=[CH:8][C:6]=2[N:7]=1, predict the reactants needed to synthesize it. The reactants are: [Cl:1][C:2]1[N:3]=[C:4]([N:13]2[CH2:18][CH2:17][O:16][CH2:15][CH2:14]2)[C:5]2[S:10][C:9]([CH:11]=O)=[CH:8][C:6]=2[N:7]=1.Cl.[CH3:20][S:21]([N:24]1[CH2:30][CH2:29][CH2:28][NH:27][CH2:26][CH2:25]1)(=[O:23])=[O:22].